The task is: Regression. Given two drug SMILES strings and cell line genomic features, predict the synergy score measuring deviation from expected non-interaction effect.. This data is from NCI-60 drug combinations with 297,098 pairs across 59 cell lines. (1) Drug 1: CS(=O)(=O)CCNCC1=CC=C(O1)C2=CC3=C(C=C2)N=CN=C3NC4=CC(=C(C=C4)OCC5=CC(=CC=C5)F)Cl. Cell line: NCI-H322M. Synergy scores: CSS=-0.304, Synergy_ZIP=0.510, Synergy_Bliss=-0.300, Synergy_Loewe=-2.59, Synergy_HSA=-2.39. Drug 2: CN(CCCl)CCCl.Cl. (2) Drug 1: CS(=O)(=O)C1=CC(=C(C=C1)C(=O)NC2=CC(=C(C=C2)Cl)C3=CC=CC=N3)Cl. Drug 2: CC1=C(C=C(C=C1)C(=O)NC2=CC(=CC(=C2)C(F)(F)F)N3C=C(N=C3)C)NC4=NC=CC(=N4)C5=CN=CC=C5. Cell line: IGROV1. Synergy scores: CSS=-0.222, Synergy_ZIP=0.376, Synergy_Bliss=0.150, Synergy_Loewe=-1.91, Synergy_HSA=-1.25. (3) Drug 1: C1C(C(OC1N2C=NC3=C(N=C(N=C32)Cl)N)CO)O. Drug 2: C1CN(P(=O)(OC1)NCCCl)CCCl. Cell line: KM12. Synergy scores: CSS=31.0, Synergy_ZIP=-6.18, Synergy_Bliss=-6.21, Synergy_Loewe=-63.1, Synergy_HSA=-6.27. (4) Drug 1: C1=CN(C(=O)N=C1N)C2C(C(C(O2)CO)O)O.Cl. Drug 2: N.N.Cl[Pt+2]Cl. Cell line: MCF7. Synergy scores: CSS=31.5, Synergy_ZIP=-8.44, Synergy_Bliss=0.490, Synergy_Loewe=1.71, Synergy_HSA=2.21. (5) Drug 1: CS(=O)(=O)CCNCC1=CC=C(O1)C2=CC3=C(C=C2)N=CN=C3NC4=CC(=C(C=C4)OCC5=CC(=CC=C5)F)Cl. Drug 2: CCCCC(=O)OCC(=O)C1(CC(C2=C(C1)C(=C3C(=C2O)C(=O)C4=C(C3=O)C=CC=C4OC)O)OC5CC(C(C(O5)C)O)NC(=O)C(F)(F)F)O. Cell line: MOLT-4. Synergy scores: CSS=85.7, Synergy_ZIP=17.1, Synergy_Bliss=14.7, Synergy_Loewe=0.848, Synergy_HSA=14.1. (6) Drug 1: CC=C1C(=O)NC(C(=O)OC2CC(=O)NC(C(=O)NC(CSSCCC=C2)C(=O)N1)C(C)C)C(C)C. Drug 2: C(CC(=O)O)C(=O)CN.Cl. Cell line: A549. Synergy scores: CSS=64.9, Synergy_ZIP=-3.29, Synergy_Bliss=-3.44, Synergy_Loewe=-50.1, Synergy_HSA=-3.00. (7) Drug 1: C1CC(C1)(C(=O)O)C(=O)O.[NH2-].[NH2-].[Pt+2]. Drug 2: CS(=O)(=O)OCCCCOS(=O)(=O)C. Cell line: OVCAR-5. Synergy scores: CSS=14.8, Synergy_ZIP=-8.22, Synergy_Bliss=-4.32, Synergy_Loewe=-0.955, Synergy_HSA=-0.265. (8) Drug 1: C1CCN(CC1)CCOC2=CC=C(C=C2)C(=O)C3=C(SC4=C3C=CC(=C4)O)C5=CC=C(C=C5)O. Drug 2: COC1=C2C(=CC3=C1OC=C3)C=CC(=O)O2. Cell line: NCI-H460. Synergy scores: CSS=-0.867, Synergy_ZIP=6.41, Synergy_Bliss=9.03, Synergy_Loewe=2.91, Synergy_HSA=2.91. (9) Synergy scores: CSS=-4.57, Synergy_ZIP=1.17, Synergy_Bliss=-3.87, Synergy_Loewe=-8.98, Synergy_HSA=-6.83. Drug 2: COC1=C2C(=CC3=C1OC=C3)C=CC(=O)O2. Drug 1: CNC(=O)C1=CC=CC=C1SC2=CC3=C(C=C2)C(=NN3)C=CC4=CC=CC=N4. Cell line: HCT-15.